The task is: Predict which catalyst facilitates the given reaction.. This data is from Catalyst prediction with 721,799 reactions and 888 catalyst types from USPTO. (1) Reactant: [Cl:1][C:2]1[CH:10]=[CH:9][C:5]2[O:6][CH2:7][O:8][C:4]=2[C:3]=1[NH:11][C:12]1[CH:17]=[CH:16][N:15]=[C:14]([NH:18][C:19]2[CH:20]=[C:21]([CH:25]=[CH:26][CH:27]=2)[C:22](Cl)=[O:23])[N:13]=1.[CH3:28][NH:29][CH3:30]. Product: [Cl:1][C:2]1[CH:10]=[CH:9][C:5]2[O:6][CH2:7][O:8][C:4]=2[C:3]=1[NH:11][C:12]1[CH:17]=[CH:16][N:15]=[C:14]([NH:18][C:19]2[CH:20]=[C:21]([CH:25]=[CH:26][CH:27]=2)[C:22]([N:29]([CH3:30])[CH3:28])=[O:23])[N:13]=1. The catalyst class is: 1. (2) Reactant: FC(F)(F)C(O)=O.C(OC([N:15]1[CH2:19][CH2:18][CH2:17][C@H:16]1[C:20]([N:22]1[CH2:26][CH2:25][C@@H:24]([F:27])[CH2:23]1)=[O:21])=O)(C)(C)C. Product: [F:27][C@@H:24]1[CH2:25][CH2:26][N:22]([C:20]([C@@H:16]2[CH2:17][CH2:18][CH2:19][NH:15]2)=[O:21])[CH2:23]1. The catalyst class is: 4. (3) Reactant: C[O:2][C:3]([C:5]1[CH:10]=[N:9][C:8]([Cl:11])=[CH:7][N:6]=1)=O.O.[NH2:13][NH2:14]. Product: [Cl:11][C:8]1[N:9]=[CH:10][C:5]([C:3]([NH:13][NH2:14])=[O:2])=[N:6][CH:7]=1. The catalyst class is: 5. (4) Reactant: [CH2:1]([O:3][C:4]([C:6]1[N:10]([CH2:11][C:12]2[CH:17]=[CH:16][C:15]([C:18]3[CH:23]=[CH:22][CH:21]=[CH:20][C:19]=3[C:24]3[N:28]([C:29]([C:42]4[CH:47]=[CH:46][CH:45]=[CH:44][CH:43]=4)([C:36]4[CH:41]=[CH:40][CH:39]=[CH:38][CH:37]=4)[C:30]4[CH:35]=[CH:34][CH:33]=[CH:32][CH:31]=4)[N:27]=[N:26][N:25]=3)=[CH:14][CH:13]=2)[C:9]([CH2:48][CH2:49][CH3:50])=[N:8][C:7]=1[CH2:51][S:52][C:53]1[CH:58]=[CH:57][C:56]([NH2:59])=[C:55]([N:60]([C:62]([O:64][C:65]([CH3:68])([CH3:67])[CH3:66])=[O:63])[CH3:61])[CH:54]=1)=[O:5])[CH3:2].C1(C(C2C=CC=CC=2)(C2C=CC=CC=2)N2C=NN=N2)C=CC=CC=1.C(OC(C1N(CC2C=CC(C3C=CC=CC=3C3N(C(C4C=CC=CC=4)(C4C=CC=CC=4)C4C=CC=CC=4)N=NN=3)=CC=2)C(CCC)=NC=1CSCCSC1C=CC(O)=CC=1)=O)C.[CH2:155]([O:157][C:158]([CH2:160][N:161]([CH2:171][C:172]1[CH:182]=[CH:181][C:175]([O:176][CH2:177][C:178](O)=[O:179])=[CH:174][CH:173]=1)[C:162]([O:164][C:165]1[CH:170]=[CH:169][CH:168]=[CH:167][CH:166]=1)=[O:163])=[O:159])[CH3:156].[Cl-].COC1N=C(OC)N=C([N+]2(C)CCOCC2)N=1. Product: [CH2:155]([O:157][C:158](=[O:159])[CH2:160][N:161]([CH2:171][C:172]1[CH:173]=[CH:174][C:175]([O:176][CH2:177][C:178]([NH:59][C:56]2[CH:57]=[CH:58][C:53]([S:52][CH2:51][C:7]3[N:8]=[C:9]([CH2:48][CH2:49][CH3:50])[N:10]([CH2:11][C:12]4[CH:13]=[CH:14][C:15]([C:18]5[CH:23]=[CH:22][CH:21]=[CH:20][C:19]=5[C:24]5[N:28]([C:29]([C:42]6[CH:43]=[CH:44][CH:45]=[CH:46][CH:47]=6)([C:36]6[CH:41]=[CH:40][CH:39]=[CH:38][CH:37]=6)[C:30]6[CH:35]=[CH:34][CH:33]=[CH:32][CH:31]=6)[N:27]=[N:26][N:25]=5)=[CH:16][CH:17]=4)[C:6]=3[C:4]([O:3][CH2:1][CH3:2])=[O:5])=[CH:54][C:55]=2[N:60]([C:62]([O:64][C:65]([CH3:66])([CH3:68])[CH3:67])=[O:63])[CH3:61])=[O:179])=[CH:181][CH:182]=1)[C:162]([O:164][C:165]1[CH:170]=[CH:169][CH:168]=[CH:167][CH:166]=1)=[O:163])[CH3:156]. The catalyst class is: 162.